From a dataset of Full USPTO retrosynthesis dataset with 1.9M reactions from patents (1976-2016). Predict the reactants needed to synthesize the given product. (1) Given the product [CH3:54][C:55]1([CH3:80])[C:59]([C:60]2[CH:65]=[C:64]([CH2:66][OH:67])[CH:63]=[CH:62][C:61]=2[C:71]2[CH:76]=[C:75]([O:77][CH3:78])[CH:74]=[CH:73][C:72]=2[F:79])=[CH:58][CH2:57][CH2:56]1, predict the reactants needed to synthesize it. The reactants are: CC1(C)C(B2OC(C)(C)C(C)(C)O2)=CCC1.COC1C=CC=C(OC)C=1C1C=CC=CC=1P(C1CCCCC1)C1CCCCC1.P([O-])([O-])([O-])=O.[K+].[K+].[K+].[CH3:54][C:55]1([CH3:80])[C:59]([C:60]2[CH:65]=[C:64]([C:66](OCC)=[O:67])[CH:63]=[CH:62][C:61]=2[C:71]2[CH:76]=[C:75]([O:77][CH3:78])[CH:74]=[CH:73][C:72]=2[F:79])=[CH:58][CH2:57][CH2:56]1.[H-].[H-].[H-].[H-].[Li+].[Al+3].[OH-].[Na+]. (2) Given the product [N:66]1([S:70]([NH:73][C:9](=[O:10])[C:8]2[CH:12]=[C:4]([CH:1]3[CH2:3][CH2:2]3)[C:5]([CH2:14][N:15]3[CH2:20][CH2:19][CH2:18][C@@H:17]([O:21][C:22]4[CH:23]=[C:24]([Cl:29])[CH:25]=[C:26]([Cl:28])[CH:27]=4)[CH2:16]3)=[CH:6][C:7]=2[F:13])(=[O:72])=[O:71])[CH2:69][CH2:68][CH2:67]1, predict the reactants needed to synthesize it. The reactants are: [CH:1]1([C:4]2[C:5]([CH2:14][N:15]3[CH2:20][CH2:19][CH2:18][C@H:17]([O:21][C:22]4[CH:27]=[C:26]([Cl:28])[CH:25]=[C:24]([Cl:29])[CH:23]=4)[CH2:16]3)=[CH:6][C:7]([F:13])=[C:8]([CH:12]=2)[C:9](O)=[O:10])[CH2:3][CH2:2]1.C1(C2C(CN3CCC[C@@H](OC4C=C(Cl)C=C(Cl)C=4)C3)=CC(F)=C(C=2)C(O)=O)CC1.C1(S(N)(=O)=O)CC1.[N:66]1([S:70]([NH2:73])(=[O:72])=[O:71])[CH2:69][CH2:68][CH2:67]1. (3) Given the product [O:34]1[C:33]2([CH2:38][CH2:39][CH:30]([N:23]3[CH:24]=[C:20]([C:6]4[C:5]5[C:9](=[CH:10][C:2]([F:1])=[CH:3][CH:4]=5)[N:8]([S:11]([C:14]5[CH:15]=[CH:16][CH:17]=[CH:18][CH:19]=5)(=[O:12])=[O:13])[CH:7]=4)[CH:21]=[N:22]3)[CH2:31][CH2:32]2)[O:37][CH2:36][CH2:35]1, predict the reactants needed to synthesize it. The reactants are: [F:1][C:2]1[CH:10]=[C:9]2[C:5]([C:6]([C:20]3[CH:21]=[N:22][NH:23][CH:24]=3)=[CH:7][N:8]2[S:11]([C:14]2[CH:19]=[CH:18][CH:17]=[CH:16][CH:15]=2)(=[O:13])=[O:12])=[CH:4][CH:3]=1.CS(O[CH:30]1[CH2:39][CH2:38][C:33]2([O:37][CH2:36][CH2:35][O:34]2)[CH2:32][CH2:31]1)(=O)=O. (4) Given the product [CH2:39]([NH:46][C:1]([CH2:4][C:5]1[CH:6]=[CH:7][C:8]([NH:11]/[C:12](=[C:19]2\[C:20](=[O:38])[NH:21][C:22]3[C:27]\2=[CH:26][C:25]([NH:28][S:29]([C:32]2[CH:33]=[CH:34][CH:35]=[CH:36][CH:37]=2)(=[O:31])=[O:30])=[CH:24][CH:23]=3)/[C:13]2[CH:14]=[CH:15][CH:16]=[CH:17][CH:18]=2)=[CH:9][CH:10]=1)=[O:2])[C:40]1[CH:45]=[CH:44][CH:43]=[CH:42][CH:41]=1, predict the reactants needed to synthesize it. The reactants are: [C:1]([CH2:4][C:5]1[CH:10]=[CH:9][C:8]([NH:11]/[C:12](=[C:19]2\[C:20](=[O:38])[NH:21][C:22]3[C:27]\2=[CH:26][C:25]([NH:28][S:29]([C:32]2[CH:37]=[CH:36][CH:35]=[CH:34][CH:33]=2)(=[O:31])=[O:30])=[CH:24][CH:23]=3)/[C:13]2[CH:18]=[CH:17][CH:16]=[CH:15][CH:14]=2)=[CH:7][CH:6]=1)(O)=[O:2].[CH2:39]([NH2:46])[C:40]1[CH:45]=[CH:44][CH:43]=[CH:42][CH:41]=1.CN(C(ON1N=NC2C=CC=CC1=2)=[N+](C)C)C.[B-](F)(F)(F)F.C(N(C(C)C)C(C)C)C.